This data is from NCI-60 drug combinations with 297,098 pairs across 59 cell lines. The task is: Regression. Given two drug SMILES strings and cell line genomic features, predict the synergy score measuring deviation from expected non-interaction effect. (1) Drug 1: C1CCC(C1)C(CC#N)N2C=C(C=N2)C3=C4C=CNC4=NC=N3. Drug 2: C1=CC(=CC=C1CC(C(=O)O)N)N(CCCl)CCCl.Cl. Cell line: NCI-H322M. Synergy scores: CSS=-0.120, Synergy_ZIP=2.99, Synergy_Bliss=4.24, Synergy_Loewe=-0.337, Synergy_HSA=0.355. (2) Drug 1: CS(=O)(=O)C1=CC(=C(C=C1)C(=O)NC2=CC(=C(C=C2)Cl)C3=CC=CC=N3)Cl. Drug 2: C(=O)(N)NO. Cell line: MOLT-4. Synergy scores: CSS=11.1, Synergy_ZIP=-4.41, Synergy_Bliss=-1.25, Synergy_Loewe=-2.11, Synergy_HSA=-1.70. (3) Drug 1: C1=CC=C(C=C1)NC(=O)CCCCCCC(=O)NO. Drug 2: CC(C)NC(=O)C1=CC=C(C=C1)CNNC.Cl. Cell line: MDA-MB-435. Synergy scores: CSS=24.0, Synergy_ZIP=0.239, Synergy_Bliss=1.31, Synergy_Loewe=-36.5, Synergy_HSA=0.216.